From a dataset of CYP2C9 inhibition data for predicting drug metabolism from PubChem BioAssay. Regression/Classification. Given a drug SMILES string, predict its absorption, distribution, metabolism, or excretion properties. Task type varies by dataset: regression for continuous measurements (e.g., permeability, clearance, half-life) or binary classification for categorical outcomes (e.g., BBB penetration, CYP inhibition). Dataset: cyp2c9_veith. (1) The drug is Cc1cccc(C)c1NC(=O)[C@H](C)N. The result is 0 (non-inhibitor). (2) The result is 1 (inhibitor). The compound is COc1cc2cc(CN(CCCO)S(=O)(=O)c3ccccc3Cl)c(=O)[nH]c2cc1OC. (3) The molecule is COC(=O)c1ccc(C(=O)OC)c(NC(=S)N2CCN(c3ccccc3)CC2)c1. The result is 1 (inhibitor). (4) The drug is O=C(c1ccncc1)N1CCC2(CC1)CCN(c1ncccn1)CC2. The result is 1 (inhibitor). (5) The molecule is COc1cccc(-c2nc(N3CCNCC3)c3ccccc3n2)c1. The result is 0 (non-inhibitor). (6) The drug is CN(C)CCCn1cnc2cc(Cl)c(Cl)cc21. The result is 0 (non-inhibitor). (7) The compound is O=C(O)[C@@H]1[C@@H]2O[C@@H]([C@H]1C(=O)O)[C@@H](Br)[C@H]2Br. The result is 0 (non-inhibitor). (8) The compound is O=C(OC1CCN(c2ncc(C(F)(F)F)cc2Cl)CC1)c1ccccc1. The result is 1 (inhibitor). (9) The compound is CN1CC[C@@]2(CCCN(C(=O)c3cccc(F)c3)C2)C1. The result is 0 (non-inhibitor).